Dataset: Blood-brain barrier penetration binary classification data from Martins et al.. Task: Regression/Classification. Given a drug SMILES string, predict its absorption, distribution, metabolism, or excretion properties. Task type varies by dataset: regression for continuous measurements (e.g., permeability, clearance, half-life) or binary classification for categorical outcomes (e.g., BBB penetration, CYP inhibition). Dataset: bbb_martins. (1) The compound is OCCN1CCN(CCCN2c3ccccc3C=Cc3ccccc32)CC1. The result is 1 (penetrates BBB). (2) The drug is FC(F)(F)c1ccc(N2CCNCC2)nc1Cl. The result is 1 (penetrates BBB). (3) The compound is FC(F)(F)c1cccc(N2CCN(CCc3nnc4n3C[C@H]3CCC[C@@H]43)CC2)c1. The result is 1 (penetrates BBB). (4) The drug is CN1Cc2c(-c3noc(C(C)(CO)CO)n3)ncn2-c2cccc(Cl)c2C1=O. The result is 0 (does not penetrate BBB).